The task is: Predict which catalyst facilitates the given reaction.. This data is from Catalyst prediction with 721,799 reactions and 888 catalyst types from USPTO. (1) Reactant: [ClH:1].[N:2]1[CH:7]=[CH:6][CH:5]=[CH:4][C:3]=1[CH2:8][C:9]([OH:11])=[O:10].[CH3:12][N:13]([C:15]([O:19][N:20]1[N:28]=[N:27][C:22]2[CH:23]=[CH:24][CH:25]=[N:26][C:21]1=2)=[N+:16]([CH3:18])[CH3:17])[CH3:14].[F:29][P-:30]([F:35])([F:34])([F:33])([F:32])[F:31].CCN(C(C)C)C(C)C.[NH:45]1[C:53]2[C:48](=[C:49]([C:54]3[CH:55]=[C:56]([NH2:69])[C:57]4[C:61]([CH:62]=3)=[N:60][N:59](C3CCCCO3)[CH:58]=4)[CH:50]=[CH:51][CH:52]=2)[CH:47]=[CH:46]1. Product: [ClH:1].[N:2]1[CH:7]=[CH:6][CH:5]=[CH:4][C:3]=1[CH2:8][C:9]([OH:11])=[O:10].[CH3:18][N:16]([C:15]([O:19][N:20]1[N:28]=[N:27][C:22]2[CH:23]=[CH:24][CH:25]=[N:26][C:21]1=2)=[N+:13]([CH3:14])[CH3:12])[CH3:17].[F:29][P-:30]([F:35])([F:34])([F:33])([F:32])[F:31].[NH:45]1[C:53]2[C:48](=[C:49]([C:54]3[CH:62]=[C:61]4[C:57]([CH:58]=[N:59][NH:60]4)=[C:56]([NH:69][C:9](=[O:11])[CH2:8][C:3]4[CH:4]=[CH:5][CH:6]=[CH:7][N:2]=4)[CH:55]=3)[CH:50]=[CH:51][CH:52]=2)[CH:47]=[CH:46]1. The catalyst class is: 3. (2) Reactant: [CH:1]1([N:4]([C@@H:20]([C:22]2[CH:30]=[C:29]3[C:25]([C:26]([CH3:36])=[N:27][N:28]3[CH2:31][CH2:32][CH2:33][O:34][CH3:35])=[CH:24][CH:23]=2)[CH3:21])[C:5]([C@@H:7]2[O:12][CH2:11][CH2:10][N:9](C(OC(C)(C)C)=O)[CH2:8]2)=[O:6])[CH2:3][CH2:2]1.[ClH:37].O1CCOCC1. Product: [ClH:37].[CH:1]1([N:4]([C@@H:20]([C:22]2[CH:30]=[C:29]3[C:25]([C:26]([CH3:36])=[N:27][N:28]3[CH2:31][CH2:32][CH2:33][O:34][CH3:35])=[CH:24][CH:23]=2)[CH3:21])[C:5]([C@@H:7]2[O:12][CH2:11][CH2:10][NH:9][CH2:8]2)=[O:6])[CH2:3][CH2:2]1. The catalyst class is: 22. (3) Reactant: [C:1]([O:5][C:6]([N:8]1[CH2:12][CH2:11][CH2:10][CH:9]1[C:13]1[NH:14][C:15]([C:18]2[CH:23]=[CH:22][C:21]([C:24]3[C:33]4[C:28](=[C:29](OS(C(F)(F)F)(=O)=O)[CH:30]=[CH:31][CH:32]=4)[CH:27]=[CH:26][CH:25]=3)=[CH:20][CH:19]=2)=[CH:16][N:17]=1)=[O:7])([CH3:4])([CH3:3])[CH3:2].[B:42]1([B:42]2[O:46][C:45]([CH3:48])([CH3:47])[C:44]([CH3:50])([CH3:49])[O:43]2)[O:46][C:45]([CH3:48])([CH3:47])[C:44]([CH3:50])([CH3:49])[O:43]1.C([O-])(=O)C.[K+]. Product: [C:1]([O:5][C:6]([N:8]1[CH2:12][CH2:11][CH2:10][CH:9]1[C:13]1[NH:14][C:15]([C:18]2[CH:23]=[CH:22][C:21]([C:24]3[C:33]4[C:28](=[C:29]([B:42]5[O:46][C:45]([CH3:48])([CH3:47])[C:44]([CH3:50])([CH3:49])[O:43]5)[CH:30]=[CH:31][CH:32]=4)[CH:27]=[CH:26][CH:25]=3)=[CH:20][CH:19]=2)=[CH:16][N:17]=1)=[O:7])([CH3:3])([CH3:2])[CH3:4]. The catalyst class is: 439.